Dataset: Peptide-MHC class I binding affinity with 185,985 pairs from IEDB/IMGT. Task: Regression. Given a peptide amino acid sequence and an MHC pseudo amino acid sequence, predict their binding affinity value. This is MHC class I binding data. (1) The peptide sequence is TSTLQEQIAW. The MHC is HLA-A03:01 with pseudo-sequence HLA-A03:01. The binding affinity (normalized) is 0. (2) The peptide sequence is TTEVISTAPV. The MHC is Mamu-A01 with pseudo-sequence Mamu-A01. The binding affinity (normalized) is 0.173.